From a dataset of Peptide-MHC class I binding affinity with 185,985 pairs from IEDB/IMGT. Regression. Given a peptide amino acid sequence and an MHC pseudo amino acid sequence, predict their binding affinity value. This is MHC class I binding data. (1) The peptide sequence is KYYLAYTSY. The MHC is HLA-B15:17 with pseudo-sequence HLA-B15:17. The binding affinity (normalized) is 0.266. (2) The MHC is BoLA-AW10 with pseudo-sequence BoLA-AW10. The binding affinity (normalized) is 0.0641. The peptide sequence is FMAAFYRVM. (3) The peptide sequence is VTDSQYALGI. The MHC is HLA-A33:01 with pseudo-sequence HLA-A33:01. The binding affinity (normalized) is 0. (4) The binding affinity (normalized) is 0.0847. The peptide sequence is YSFSRAYTL. The MHC is HLA-C05:01 with pseudo-sequence HLA-C05:01. (5) The peptide sequence is GYRRCRASGVL. The MHC is Patr-A0901 with pseudo-sequence Patr-A0901. The binding affinity (normalized) is 0. (6) The binding affinity (normalized) is 0.320. The peptide sequence is IIIVAVHVA. The MHC is Mamu-A2201 with pseudo-sequence Mamu-A2201.